Predict the reactants needed to synthesize the given product. From a dataset of Full USPTO retrosynthesis dataset with 1.9M reactions from patents (1976-2016). (1) Given the product [F:29][C:30]1[CH:35]=[C:34]([F:36])[CH:33]=[CH:32][C:31]=1[C:37]1[N:40]=[C:26]([CH:11]2[CH2:12][CH:13]([C:15]3[CH:20]=[CH:19][C:18]([O:21][C:22]([F:25])([F:24])[F:23])=[CH:17][CH:16]=3)[CH2:14][N:9]([C:7]([N:1]3[CH2:6][CH2:5][O:4][CH2:3][CH2:2]3)=[O:8])[CH2:10]2)[O:28][N:38]=1, predict the reactants needed to synthesize it. The reactants are: [N:1]1([C:7]([N:9]2[CH2:14][CH:13]([C:15]3[CH:20]=[CH:19][C:18]([O:21][C:22]([F:25])([F:24])[F:23])=[CH:17][CH:16]=3)[CH2:12][CH:11]([C:26]([OH:28])=O)[CH2:10]2)=[O:8])[CH2:6][CH2:5][O:4][CH2:3][CH2:2]1.[F:29][C:30]1[CH:35]=[C:34]([F:36])[CH:33]=[CH:32][C:31]=1[C:37](=[NH:40])[NH:38]O. (2) Given the product [CH2:37]([OH:38])[C:36]([F:40])([F:39])[F:35].[C:1]([C:3]1([NH:6][C:7]([C@@H:9]2[CH2:13][C@@H:12]([S:14]([C:17]3[CH:22]=[CH:21][C:20]([O:38][CH2:37][C:36]([F:40])([F:39])[F:35])=[CH:19][C:18]=3[Cl:24])(=[O:16])=[O:15])[CH2:11][N:10]2[C:25]2[N:26]([CH:31]3[CH2:32][CH2:33][CH2:34]3)[N:27]=[C:28]([CH3:30])[CH:29]=2)=[O:8])[CH2:4][CH2:5]1)#[N:2], predict the reactants needed to synthesize it. The reactants are: [C:1]([C:3]1([NH:6][C:7]([C@@H:9]2[CH2:13][C@@H:12]([S:14]([C:17]3[CH:22]=[CH:21][C:20](F)=[CH:19][C:18]=3[Cl:24])(=[O:16])=[O:15])[CH2:11][N:10]2[C:25]2[N:26]([CH:31]3[CH2:34][CH2:33][CH2:32]3)[N:27]=[C:28]([CH3:30])[CH:29]=2)=[O:8])[CH2:5][CH2:4]1)#[N:2].[F:35][C:36]([F:40])([F:39])[CH2:37][OH:38]. (3) Given the product [Br:1][C:2]1[C:3]([CH2:11][CH3:12])=[N:4][CH:5]=[C:6]([C:9]=1[NH:13][C:14]1[C:15]([CH3:23])=[C:16]2[C:20](=[CH:21][CH:22]=1)[NH:19][CH:18]=[CH:17]2)[C:7]#[N:8], predict the reactants needed to synthesize it. The reactants are: [Br:1][C:2]1[C:3]([CH2:11][CH3:12])=[N:4][CH:5]=[C:6]([C:9]=1Cl)[C:7]#[N:8].[NH2:13][C:14]1[C:15]([CH3:23])=[C:16]2[C:20](=[CH:21][CH:22]=1)[NH:19][CH:18]=[CH:17]2.O. (4) Given the product [CH2:26]([NH:25][C:23]([NH:22][C:19]1[CH:18]=[CH:17][C:16]([C:14]([N:11]2[CH2:12][CH2:13][NH:8][CH2:9][CH2:10]2)=[O:15])=[CH:21][N:20]=1)=[O:24])[CH2:27][CH2:28][CH3:29], predict the reactants needed to synthesize it. The reactants are: C([N:8]1[CH2:13][CH2:12][N:11]([C:14]([C:16]2[CH:17]=[CH:18][C:19]([NH:22][C:23]([NH:25][CH2:26][CH2:27][CH2:28][CH3:29])=[O:24])=[N:20][CH:21]=2)=[O:15])[CH2:10][CH2:9]1)C1C=CC=CC=1. (5) Given the product [CH3:10][N:11]1[C:2]2[CH:3]=[CH:4][N:5]=[CH:6][C:7]=2[C:8]([NH2:9])=[N:12]1, predict the reactants needed to synthesize it. The reactants are: Cl[C:2]1[C:7]([C:8]#[N:9])=[CH:6][N:5]=[CH:4][CH:3]=1.[CH3:10][NH:11][NH2:12]. (6) Given the product [F:15][C:16]1[CH:17]=[CH:18][C:19]([CH3:24])=[C:20]([CH:21]=[N:32][C:30]([O:39][Si:2]([CH3:9])([CH3:8])[CH3:1])=[CH2:31])[CH:23]=1, predict the reactants needed to synthesize it. The reactants are: [CH3:1][Si:2]([CH3:9])([CH3:8])N[Si:2]([CH3:9])([CH3:8])[CH3:1].C([Li])CCC.[F:15][C:16]1[CH:17]=[CH:18][C:19]([CH3:24])=[C:20]([CH:23]=1)[CH:21]=O.C[Si](Cl)(C)C.[CH2:30]([N:32](CC)CC)[CH3:31].C(Cl)(=[O:39])C.